From a dataset of Peptide-MHC class II binding affinity with 134,281 pairs from IEDB. Regression. Given a peptide amino acid sequence and an MHC pseudo amino acid sequence, predict their binding affinity value. This is MHC class II binding data. (1) The peptide sequence is KVSFEPIPIHYCAPAGFA. The MHC is DRB1_0401 with pseudo-sequence DRB1_0401. The binding affinity (normalized) is 0.435. (2) The peptide sequence is GATVAVDCRPFNGGE. The MHC is DRB1_1001 with pseudo-sequence DRB1_1001. The binding affinity (normalized) is 0.157.